Dataset: Full USPTO retrosynthesis dataset with 1.9M reactions from patents (1976-2016). Task: Predict the reactants needed to synthesize the given product. (1) Given the product [O:11]=[C:7]1[C:8]2[C:4](=[CH:3][C:2]([O:1][CH2:39][CH2:38][NH:28][C:18](=[O:19])[O:20][C:57]([CH3:56])([CH3:58])[CH3:62])=[CH:10][CH:9]=2)[CH2:5][NH:6]1, predict the reactants needed to synthesize it. The reactants are: [OH:1][C:2]1[CH:3]=[C:4]2[C:8](=[CH:9][CH:10]=1)[C:7](=[O:11])[NH:6][CH2:5]2.COC1C=CC([C:18]([OH:20])=[O:19])=C(C)C=1.O=S(Cl)Cl.[N:28]([C:38]1(C#N)CCCC[CH2:39]1)=NC1(C#N)CCCCC1.[C:56](OO[C:56](=O)[C:57]1[CH:62]=CC=C[CH:58]=1)(=O)[C:57]1[CH:62]=CC=C[CH:58]=1. (2) Given the product [CH2:20]([O:22][C:23]1[N:28]=[CH:27][C:26]([CH2:29][N:4]2[CH2:3][CH2:2][N:1]([C:7]3[CH:8]=[CH:9][C:10]4[N:11]([C:13]([C:16]([F:17])([F:18])[F:19])=[N:14][N:15]=4)[N:12]=3)[CH2:6][CH2:5]2)=[CH:25][CH:24]=1)[CH3:21], predict the reactants needed to synthesize it. The reactants are: [N:1]1([C:7]2[CH:8]=[CH:9][C:10]3[N:11]([C:13]([C:16]([F:19])([F:18])[F:17])=[N:14][N:15]=3)[N:12]=2)[CH2:6][CH2:5][NH:4][CH2:3][CH2:2]1.[CH2:20]([O:22][C:23]1[N:28]=[CH:27][C:26]([CH:29]=O)=[CH:25][CH:24]=1)[CH3:21]. (3) Given the product [Cl:1][C:2]1[CH:7]=[CH:6][CH:5]=[C:4]([Cl:8])[C:3]=1[S:9]([O:12][C:13]1[CH:18]=[CH:17][C:16]([NH2:19])=[C:15]([NH2:20])[CH:14]=1)(=[O:11])=[O:10], predict the reactants needed to synthesize it. The reactants are: [Cl:1][C:2]1[CH:7]=[CH:6][CH:5]=[C:4]([Cl:8])[C:3]=1[S:9]([O:12][C:13]1[CH:18]=[CH:17][C:16]([NH2:19])=[C:15]([N+:20]([O-])=O)[CH:14]=1)(=[O:11])=[O:10]. (4) Given the product [Cl:1][CH2:2][CH2:3][NH:4][C:5]([NH:14][C:9]1[CH:10]=[N:11][CH:12]=[CH:13][C:8]=1[CH3:7])=[O:6], predict the reactants needed to synthesize it. The reactants are: [Cl:1][CH2:2][CH2:3][N:4]=[C:5]=[O:6].[CH3:7][C:8]1[CH:13]=[CH:12][N:11]=[CH:10][C:9]=1[NH2:14].CO. (5) Given the product [F:24][CH:2]([F:1])[C:3]1[CH:4]=[CH:5][C:6]([O:9][C@H:10]2[C@@H:15]3[CH2:16][C@@H:12]([CH2:13][NH:14]3)[CH2:11]2)=[N:7][CH:8]=1, predict the reactants needed to synthesize it. The reactants are: [F:1][CH:2]([F:24])[C:3]1[CH:4]=[CH:5][C:6]([O:9][C@H:10]2[C@@H:15]3[CH2:16][C@@H:12]([CH2:13][N:14]3C(OC(C)(C)C)=O)[CH2:11]2)=[N:7][CH:8]=1.Cl. (6) Given the product [C:1]12([C:11]3[CH:30]=[CH:29][C:14]([O:15][CH2:16][C:17]([NH:19][C:20]4[CH:21]=[C:22]([CH:26]=[CH:27][CH:28]=4)[C:23]([NH:41][C:32]4[CH:33]=[CH:34][C:35]5[C:40](=[CH:39][CH:38]=[CH:37][CH:36]=5)[CH:31]=4)=[O:24])=[O:18])=[CH:13][CH:12]=3)[CH2:8][CH:7]3[CH2:9][CH:3]([CH2:4][CH:5]([CH2:6]3)[CH2:10]1)[CH2:2]2, predict the reactants needed to synthesize it. The reactants are: [C:1]12([C:11]3[CH:30]=[CH:29][C:14]([O:15][CH2:16][C:17]([NH:19][C:20]4[CH:21]=[C:22]([CH:26]=[CH:27][CH:28]=4)[C:23](O)=[O:24])=[O:18])=[CH:13][CH:12]=3)[CH2:10][CH:5]3[CH2:6][CH:7]([CH2:9][CH:3]([CH2:4]3)[CH2:2]1)[CH2:8]2.[CH:31]1[C:40]2[C:35](=[CH:36][CH:37]=[CH:38][CH:39]=2)[CH:34]=[CH:33][C:32]=1[NH2:41].CCN(C(C)C)C(C)C.C(Cl)CCl.C1C=CC2N(O)N=NC=2C=1. (7) Given the product [NH2:13][C:3]([CH3:12])([CH3:2])[CH:4]([C:6]1[CH:11]=[CH:10][CH:9]=[CH:8][CH:7]=1)[OH:5], predict the reactants needed to synthesize it. The reactants are: Cl.[CH3:2][C:3]([N+:13]([O-])=O)([CH3:12])[CH:4]([C:6]1[CH:11]=[CH:10][CH:9]=[CH:8][CH:7]=1)[OH:5]. (8) Given the product [CH3:19][O:1][CH:2]1[C:7]([O:8][CH3:9])([O:10][CH3:11])[CH2:6][CH2:5][N:4]([C:12]([O:14][C:15]([CH3:18])([CH3:17])[CH3:16])=[O:13])[CH2:3]1, predict the reactants needed to synthesize it. The reactants are: [OH:1][CH:2]1[C:7]([O:10][CH3:11])([O:8][CH3:9])[CH2:6][CH2:5][N:4]([C:12]([O:14][C:15]([CH3:18])([CH3:17])[CH3:16])=[O:13])[CH2:3]1.[CH3:19]C(C)([O-])C.[K+].CI. (9) Given the product [N:2]1[NH:25][N:26]=[N:27][C:1]=1[C:3]1[NH:4][C:5]2[C:10]([CH:11]=1)=[CH:9][CH:8]=[CH:7][C:6]=2[NH:12][S:13]([C:16]1[S:17][CH:18]=[CH:19][CH:20]=1)(=[O:14])=[O:15], predict the reactants needed to synthesize it. The reactants are: [C:1]([C:3]1[NH:4][C:5]2[C:10]([CH:11]=1)=[CH:9][CH:8]=[CH:7][C:6]=2[NH:12][S:13]([C:16]1[S:17][CH:18]=[CH:19][CH:20]=1)(=[O:15])=[O:14])#[N:2].C[Si]([N:25]=[N+:26]=[N-:27])(C)C.C([Sn](=O)CCCC)CCC.O1CCCC1.